This data is from Reaction yield outcomes from USPTO patents with 853,638 reactions. The task is: Predict the reaction yield, written as a fraction of the theoretical maximum amount of product (1.0 means a 100% yield; for example, 0.34 means a 34% yield). The reactants are [ClH:1].[CH3:2][O:3][C:4]1[CH:9]=[CH:8][C:7]([CH2:10][C:11]([O:13][CH2:14][CH3:15])=[O:12])=[CH:6][C:5]=1[N+:16]([O-])=O. The catalyst is C(OCC)(=O)C.CO.[C].[Pd]. The product is [ClH:1].[NH2:16][C:5]1[CH:6]=[C:7]([CH2:10][C:11]([O:13][CH2:14][CH3:15])=[O:12])[CH:8]=[CH:9][C:4]=1[O:3][CH3:2]. The yield is 0.970.